From a dataset of Forward reaction prediction with 1.9M reactions from USPTO patents (1976-2016). Predict the product of the given reaction. (1) Given the reactants [CH2:1]([C:3]1[CH:13]=[CH:12][C:6]([NH:7][CH2:8][CH:9]([CH3:11])[CH3:10])=[CH:5][CH:4]=1)[CH3:2].[CH3:14][C:15]1[C:19]([CH2:20][O:21][C:22]2[CH:27]=[CH:26][C:25]([S:28](Cl)(=[O:30])=[O:29])=[CH:24][CH:23]=2)=[C:18]([CH3:32])[O:17][N:16]=1, predict the reaction product. The product is: [CH3:14][C:15]1[C:19]([CH2:20][O:21][C:22]2[CH:23]=[CH:24][C:25]([S:28]([N:7]([C:6]3[CH:12]=[CH:13][C:3]([CH2:1][CH3:2])=[CH:4][CH:5]=3)[CH2:8][CH:9]([CH3:10])[CH3:11])(=[O:30])=[O:29])=[CH:26][CH:27]=2)=[C:18]([CH3:32])[O:17][N:16]=1. (2) The product is: [CH2:1]1[CH2:10][O:9][C:8]2[CH:7]=[CH:6][C:5]([NH:11][C:12]3[C:17]([F:18])=[CH:16][N:15]=[C:14]([NH:19][CH2:20][CH2:25][OH:41])[N:13]=3)=[CH:4][C:3]=2[O:2]1. Given the reactants [CH2:1]1[CH2:10][O:9][C:8]2[CH:7]=[CH:6][C:5]([NH:11][C:12]3[C:17]([F:18])=[CH:16][N:15]=[C:14]([NH:19][C:20]4[CH:25]=CC=C(O)C=4)[N:13]=3)=[CH:4][C:3]=2[O:2]1.ClC1N=C(NC2C=CC3[O:41]CCOC=3C=2)C(F)=CN=1.OCCN, predict the reaction product. (3) Given the reactants C1(P(C2C=CC=CC=2)C2C=CC=CC=2)C=CC=CC=1.N1C=CN=C1.[I:25]I.[F:27][C:28]([F:35])([F:34])[CH:29]([OH:33])[CH2:30][CH2:31]O, predict the reaction product. The product is: [F:27][C:28]([F:35])([F:34])[CH:29]([OH:33])[CH2:30][CH2:31][I:25]. (4) Given the reactants [OH:1][C:2]1[CH:3]=[C:4](/[CH:8]=[CH:9]/[C:10]([O:12][CH3:13])=[O:11])[CH:5]=[CH:6][CH:7]=1, predict the reaction product. The product is: [OH:1][C:2]1[CH:3]=[C:4]([CH2:8][CH2:9][C:10]([O:12][CH3:13])=[O:11])[CH:5]=[CH:6][CH:7]=1. (5) Given the reactants [Cl-].[Cl-].[Cl-].[Al+3].[N-:5]=[N+:6]=[N-:7].[Na+].[F:9][C:10]([F:22])([F:21])[C:11]1[C:12]([CH3:20])=[C:13]([CH:17]=[CH:18][CH:19]=1)C(Cl)=O.[N:23]([O-])=O.[Na+].Cl.[O:28]1[CH2:32]CCC1, predict the reaction product. The product is: [CH3:20][C:12]1[C:11]([C:10]([F:9])([F:21])[F:22])=[CH:19][CH:18]=[CH:17][C:13]=1[N:5]1[C:32](=[O:28])[NH:23][N:7]=[N:6]1. (6) The product is: [CH3:17][S:18]([O:30][CH2:29][C:27]1[CH:26]=[C:25]([N:31]2[CH2:36][CH2:35][O:34][CH2:33][C@@H:32]2[CH3:37])[N:24]=[C:23]([Cl:22])[N:28]=1)(=[O:20])=[O:19]. Given the reactants ClC1N=C(CI)C=C(N2CCOC[C@@H]2C)N=1.[CH3:17][S:18](Cl)(=[O:20])=[O:19].[Cl:22][C:23]1[N:28]=[C:27]([CH2:29][OH:30])[CH:26]=[C:25]([N:31]2[CH2:36][CH2:35][O:34][CH2:33][C@@H:32]2[CH3:37])[N:24]=1.C(N(CC)CC)C, predict the reaction product.